This data is from Full USPTO retrosynthesis dataset with 1.9M reactions from patents (1976-2016). The task is: Predict the reactants needed to synthesize the given product. (1) Given the product [Cl:20][C:21]1[N:25]([C:2]2[N:10]=[C:9]3[C:5]([N:6]=[CH:7][N:8]3[CH3:11])=[C:4]([NH:12][C:13]3[CH:18]=[CH:17][C:16]([Cl:19])=[CH:15][CH:14]=3)[N:3]=2)[N:24]=[C:23]([CH3:26])[CH:22]=1, predict the reactants needed to synthesize it. The reactants are: Cl[C:2]1[N:10]=[C:9]2[C:5]([N:6]=[CH:7][N:8]2[CH3:11])=[C:4]([NH:12][C:13]2[CH:18]=[CH:17][C:16]([Cl:19])=[CH:15][CH:14]=2)[N:3]=1.[Cl:20][C:21]1[NH:25][N:24]=[C:23]([CH3:26])[CH:22]=1. (2) Given the product [OH:16][C:17]([CH3:32])([CH3:31])[CH2:18][O:19][C:20]1[CH:25]=[CH:24][C:23]([N:12]2[CH:13]=[CH:14][C:9]([C:8]#[C:7][C:1]3[CH:6]=[CH:5][CH:4]=[CH:3][CH:2]=3)=[N:10][C:11]2=[O:15])=[CH:22][C:21]=1[O:29][CH3:30], predict the reactants needed to synthesize it. The reactants are: [C:1]1([C:7]#[C:8][C:9]2[CH:14]=[CH:13][NH:12][C:11](=[O:15])[N:10]=2)[CH:6]=[CH:5][CH:4]=[CH:3][CH:2]=1.[OH:16][C:17]([CH3:32])([CH3:31])[CH2:18][O:19][C:20]1[CH:25]=[CH:24][C:23](B(O)O)=[CH:22][C:21]=1[O:29][CH3:30].CN(C)CCN(C)C.C(OC)(C)(C)C. (3) Given the product [CH2:31]([C@@H:27]1[CH2:26][NH:25][CH2:30][CH2:29][N:28]1[C:15](=[O:17])[CH2:14][C:9]1[CH:10]=[CH:11][CH:12]=[CH:13][C:8]=1[C:5]1[CH:4]=[CH:3][C:2]([F:1])=[CH:7][CH:6]=1)[C:32]1[CH:37]=[CH:36][CH:35]=[CH:34][CH:33]=1, predict the reactants needed to synthesize it. The reactants are: [F:1][C:2]1[CH:7]=[CH:6][C:5]([C:8]2[CH:13]=[CH:12][CH:11]=[CH:10][C:9]=2[CH2:14][C:15]([OH:17])=O)=[CH:4][CH:3]=1.C([N:25]1[CH2:30][CH2:29][NH:28][C@H:27]([CH2:31][C:32]2[CH:37]=[CH:36][CH:35]=[CH:34][CH:33]=2)[CH2:26]1)C1C=CC=CC=1.CCN=C=NCCCN(C)C.C1C=CC2N(O)N=NC=2C=1. (4) Given the product [Cl:21][C:22]1[C:27]([C:28]([NH:19][C:14]2[CH:15]=[CH:16][CH:17]=[C:18]3[C:13]=2[CH:12]=[CH:11][N:10]=[C:9]3[O:8][CH:5]2[CH2:6][CH2:7][C:2]([CH3:20])([CH3:1])[CH2:3][CH2:4]2)=[O:29])=[C:26]([F:31])[C:25]([CH2:32][NH:33][C:34](=[O:39])[C:35]([CH3:37])([CH3:36])[CH3:38])=[CH:24][CH:23]=1, predict the reactants needed to synthesize it. The reactants are: [CH3:1][C:2]1([CH3:20])[CH2:7][CH2:6][CH:5]([O:8][C:9]2[C:18]3[CH:17]=[CH:16][CH:15]=[C:14]([NH2:19])[C:13]=3[CH:12]=[CH:11][N:10]=2)[CH2:4][CH2:3]1.[Cl:21][C:22]1[C:27]([C:28](O)=[O:29])=[C:26]([F:31])[C:25]([CH2:32][NH:33][C:34](=[O:39])[C:35]([CH3:38])([CH3:37])[CH3:36])=[CH:24][CH:23]=1.C(Cl)(=O)C(Cl)=O.CCN(C(C)C)C(C)C. (5) Given the product [CH2:45]([O:52][C:53]([N:55]1[CH2:56][CH:57]([NH:29][C:27]([C:2]2[CH:21]=[CH:20][C:5]([O:6][CH:7]3[CH2:12][CH2:11][N:10]([C:13]([O:15][C:16]([CH3:19])([CH3:18])[CH3:17])=[O:14])[CH2:9][CH2:8]3)=[CH:4][CH:3]=2)=[O:26])[CH2:58]1)=[O:54])[C:46]1[CH:47]=[CH:48][CH:49]=[CH:50][CH:51]=1, predict the reactants needed to synthesize it. The reactants are: N[C:2]1[CH:21]=[CH:20][C:5]([O:6][CH:7]2[CH2:12][CH2:11][N:10]([C:13]([O:15][C:16]([CH3:19])([CH3:18])[CH3:17])=[O:14])[CH2:9][CH2:8]2)=[CH:4][CH:3]=1.C([O:26][C:27]([N:29]1CCC(OC2C=CC(C(O)=O)=CC=2)CC1)=O)(C)(C)C.[CH2:45]([O:52][C:53]([N:55]1[CH2:58][CH:57](C(O)=O)[CH2:56]1)=[O:54])[C:46]1[CH:51]=[CH:50][CH:49]=[CH:48][CH:47]=1. (6) Given the product [F:1][C:2]1[C:3]([CH3:9])=[C:4]([NH:8][C:10](=[O:12])[CH3:11])[CH:5]=[CH:6][CH:7]=1, predict the reactants needed to synthesize it. The reactants are: [F:1][C:2]1[C:3]([CH3:9])=[C:4]([NH2:8])[CH:5]=[CH:6][CH:7]=1.[C:10](OC(=O)C)(=[O:12])[CH3:11].